From a dataset of Full USPTO retrosynthesis dataset with 1.9M reactions from patents (1976-2016). Predict the reactants needed to synthesize the given product. (1) Given the product [C:26]([C:30]1[CH:34]=[C:33]([C:35]([O:37][CH2:38][CH3:39])=[O:36])[N:32]([C:13]2[CH:12]=[C:11]3[C:16](=[CH:15][CH:14]=2)[N:8]([C:1]([O:3][CH2:4][CH3:7])=[O:2])[CH:9]=[CH:10]3)[N:31]=1)([CH3:29])([CH3:27])[CH3:28], predict the reactants needed to synthesize it. The reactants are: [C:1]([N:8]1[C:16]2[C:11](=[CH:12][C:13](B(O)O)=[CH:14][CH:15]=2)[CH:10]=[CH:9]1)([O:3][C:4]([CH3:7])(C)C)=[O:2].N1C=CC=CC=1.[C:26]([C:30]1[CH:34]=[C:33]([C:35]([O:37][CH2:38][CH3:39])=[O:36])[NH:32][N:31]=1)([CH3:29])([CH3:28])[CH3:27].B(O)O. (2) The reactants are: [Cl:1][C:2]1[CH:34]=[CH:33][C:5]([CH2:6][C:7]2[C:15]3[C:14](=[O:16])[NH:13][C:12](=[O:17])[N:11]([CH2:18][O:19][CH2:20][CH2:21][Si:22]([CH3:25])([CH3:24])[CH3:23])[C:10]=3[O:9][C:8]=2[C:26]2[CH:31]=[CH:30][CH:29]=[C:28]([Cl:32])[CH:27]=2)=[CH:4][CH:3]=1.Br[CH2:36][CH2:37][CH2:38][O:39][CH:40]1[CH2:45][CH2:44][CH2:43][CH2:42][O:41]1.C([O-])([O-])=O.[K+].[K+]. Given the product [Cl:1][C:2]1[CH:3]=[CH:4][C:5]([CH2:6][C:7]2[C:15]3[C:14](=[O:16])[N:13]([CH2:36][CH2:37][CH2:38][O:39][CH:40]4[CH2:45][CH2:44][CH2:43][CH2:42][O:41]4)[C:12](=[O:17])[N:11]([CH2:18][O:19][CH2:20][CH2:21][Si:22]([CH3:25])([CH3:24])[CH3:23])[C:10]=3[O:9][C:8]=2[C:26]2[CH:31]=[CH:30][CH:29]=[C:28]([Cl:32])[CH:27]=2)=[CH:33][CH:34]=1, predict the reactants needed to synthesize it. (3) Given the product [Cl:1][C:2]1[CH:7]=[CH:6][C:5]([CH:8]([C:24]2[CH:25]=[CH:26][C:27]([S:30]([CH3:33])(=[O:31])=[O:32])=[CH:28][CH:29]=2)[CH2:9]/[C:10](/[C:12]2[CH:13]=[CH:14][C:15](=[O:23])[N:16]([CH2:18][CH2:19][C:20]([OH:22])=[O:21])[CH:17]=2)=[N:36]\[OH:37])=[C:4]([CH3:34])[CH:3]=1, predict the reactants needed to synthesize it. The reactants are: [Cl:1][C:2]1[CH:7]=[CH:6][C:5]([CH:8]([C:24]2[CH:29]=[CH:28][C:27]([S:30]([CH3:33])(=[O:32])=[O:31])=[CH:26][CH:25]=2)[CH2:9][C:10]([C:12]2[CH:13]=[CH:14][C:15](=[O:23])[N:16]([CH2:18][CH2:19][C:20]([OH:22])=[O:21])[CH:17]=2)=O)=[C:4]([CH3:34])[CH:3]=1.Cl.[NH2:36][OH:37].C(=O)([O-])O.[Na+]. (4) Given the product [Br:26][C:21]1[CH:20]=[CH:19][C:18]([NH:17][CH:27]=[C:3]([C:1]#[N:2])[C:4]([NH:6][C:7]2[CH:12]=[C:11]([O:13][CH3:14])[C:10]([Cl:15])=[CH:9][C:8]=2[Cl:16])=[O:5])=[CH:23][C:22]=1[O:24][CH3:25], predict the reactants needed to synthesize it. The reactants are: [C:1]([CH2:3][C:4]([NH:6][C:7]1[CH:12]=[C:11]([O:13][CH3:14])[C:10]([Cl:15])=[CH:9][C:8]=1[Cl:16])=[O:5])#[N:2].[NH2:17][C:18]1[CH:19]=[CH:20][C:21]([Br:26])=[C:22]([O:24][CH3:25])[CH:23]=1.[CH2:27](OC(OCC)OCC)C. (5) Given the product [CH3:21][O:20][Si:19]([O:22][CH3:23])([O:24][CH3:25])[CH2:18][CH2:17][CH2:16][S:15][CH:8]([CH:7]1[C:6]([CH3:14])([CH3:13])[CH2:5][CH2:4][CH:3]=[C:2]1[CH3:1])[CH2:9][C:10](=[O:11])[CH3:12], predict the reactants needed to synthesize it. The reactants are: [CH3:1][C:2]1[CH:7](/[CH:8]=[CH:9]/[C:10]([CH3:12])=[O:11])[C:6]([CH3:14])([CH3:13])[CH2:5][CH2:4][CH:3]=1.[SH:15][CH2:16][CH2:17][CH2:18][Si:19]([O:24][CH3:25])([O:22][CH3:23])[O:20][CH3:21].C1CCN2C(=NCCC2)CC1.Cl. (6) Given the product [F:1][C:2]1[C:3]([CH3:12])=[CH:4][C:5]([NH:8][C:9](=[O:11])[CH3:10])=[C:6]([N+:13]([O-:15])=[O:14])[CH:7]=1, predict the reactants needed to synthesize it. The reactants are: [F:1][C:2]1[CH:7]=[CH:6][C:5]([NH:8][C:9](=[O:11])[CH3:10])=[CH:4][C:3]=1[CH3:12].[N+:13]([O-])([OH:15])=[O:14]. (7) Given the product [Br:1][C:2]1[CH:11]=[C:10]([CH2:12][OH:13])[C:9]([C:16]2[CH:21]=[CH:20][CH:19]=[C:18]([F:22])[CH:17]=2)=[C:8]2[C:3]=1[CH:4]=[CH:5][CH:6]=[N:7]2, predict the reactants needed to synthesize it. The reactants are: [Br:1][C:2]1[CH:11]=[C:10]([C:12](OC)=[O:13])[C:9]([C:16]2[CH:21]=[CH:20][CH:19]=[C:18]([F:22])[CH:17]=2)=[C:8]2[C:3]=1[CH:4]=[CH:5][CH:6]=[N:7]2.[AlH4-].[Li+].